From a dataset of Forward reaction prediction with 1.9M reactions from USPTO patents (1976-2016). Predict the product of the given reaction. (1) The product is: [C:23]([C:27]1[N:28]=[C:29]([N:36]2[CH2:37][C:38]3([CH2:39][O:40][CH2:41]3)[CH2:42]2)[C:30]2[C:31](=[N:33][N:34]([CH2:8][C:9]3[N:10]([CH3:5])[C:14]([CH3:15])=[N:12][N:11]=3)[N:35]=2)[N:32]=1)([CH3:26])([CH3:24])[CH3:25]. Given the reactants C([C:5]1N=C(N2CCC(F)(F)C2)[C:8]2[C:9](=[N:11][N:12]([CH2:14][CH3:15])N=2)[N:10]=1)(C)(C)C.[C:23]([C:27]1[N:28]=[C:29]([N:36]2[CH2:42][C:38]3([CH2:41][O:40][CH2:39]3)[CH2:37]2)[C:30]2[N:35]=[N:34][NH:33][C:31]=2[N:32]=1)([CH3:26])([CH3:25])[CH3:24].ClCC1N(C2CC2)N=NN=1, predict the reaction product. (2) Given the reactants Cl[C:2]1[N:11]=[CH:10][C:9]2[N:8]([CH3:12])[C:7](=[O:13])[C@@H:6]([CH2:14][CH3:15])[N:5]([CH:16]([CH3:18])[CH3:17])[C:4]=2[N:3]=1.[Br:19][C:20]1[CH:21]=[C:22]([C:26]2[NH:27][CH:28]=[CH:29][N:30]=2)[CH:23]=[CH:24][CH:25]=1, predict the reaction product. The product is: [Br:19][C:20]1[CH:21]=[C:22]([C:26]2[N:30]([C:2]3[N:11]=[CH:10][C:9]4[N:8]([CH3:12])[C:7](=[O:13])[C@@H:6]([CH2:14][CH3:15])[N:5]([CH:16]([CH3:18])[CH3:17])[C:4]=4[N:3]=3)[CH:29]=[CH:28][N:27]=2)[CH:23]=[CH:24][CH:25]=1. (3) Given the reactants [C:1]1(=[O:10])[C:9]2[C:4](=[CH:5][CH:6]=[CH:7][CH:8]=2)[CH2:3][NH:2]1.[N+:11]([O-])([O-:13])=[O:12].[K+], predict the reaction product. The product is: [N+:11]([C:7]1[CH:8]=[C:9]2[C:4]([CH2:3][NH:2][C:1]2=[O:10])=[CH:5][CH:6]=1)([O-:13])=[O:12]. (4) Given the reactants C(OC(=O)[NH:7][C:8]1[CH:16]=[C:15]2[C:11]([C:12]([C:28]#[N:29])=[C:13]([C:19]3[CH:24]=[CH:23][C:22]([O:25][CH2:26][CH3:27])=[CH:21][CH:20]=3)[N:14]2[CH2:17][CH3:18])=[CH:10][CH:9]=1)(C)(C)C.C(O)(C(F)(F)F)=O.C(Cl)Cl, predict the reaction product. The product is: [NH2:7][C:8]1[CH:16]=[C:15]2[C:11]([C:12]([C:28]#[N:29])=[C:13]([C:19]3[CH:24]=[CH:23][C:22]([O:25][CH2:26][CH3:27])=[CH:21][CH:20]=3)[N:14]2[CH2:17][CH3:18])=[CH:10][CH:9]=1. (5) Given the reactants [NH:1]1[C:9]2[C:4](=[CH:5][C:6]([NH:10][C:11]3([C:17]#[N:18])[CH2:16][CH2:15][CH2:14][CH2:13][CH2:12]3)=[CH:7][CH:8]=2)[CH:3]=[N:2]1.[H-].[H-].[H-].[H-].[Li+].[Al+3], predict the reaction product. The product is: [NH2:18][CH2:17][C:11]1([NH:10][C:6]2[CH:5]=[C:4]3[C:9](=[CH:8][CH:7]=2)[NH:1][N:2]=[CH:3]3)[CH2:12][CH2:13][CH2:14][CH2:15][CH2:16]1. (6) The product is: [CH2:1]([O:8][CH:9]([C:19]1[NH:31][N:30]=[C:21]([C:22]2[CH:27]=[CH:26][C:25]([Cl:28])=[CH:24][CH:23]=2)[CH:20]=1)[CH2:10][NH:11][C:12](=[O:18])[O:13][C:14]([CH3:17])([CH3:16])[CH3:15])[C:2]1[CH:7]=[CH:6][CH:5]=[CH:4][CH:3]=1. Given the reactants [CH2:1]([O:8][CH:9]([C:19](=O)[C:20]#[C:21][C:22]1[CH:27]=[CH:26][C:25]([Cl:28])=[CH:24][CH:23]=1)[CH2:10][NH:11][C:12](=[O:18])[O:13][C:14]([CH3:17])([CH3:16])[CH3:15])[C:2]1[CH:7]=[CH:6][CH:5]=[CH:4][CH:3]=1.[NH2:30][NH2:31], predict the reaction product. (7) Given the reactants C[O:2][C:3]1[CH:4]=[CH:5][C:6]2[C:7]3[CH:8]=[CH:9][C:10](=[O:35])[N:11]([N:34]=3)[CH2:12][C:13]3[CH:33]=[C:17]([C:18](=[O:32])[NH:19][C:20]4[N:28]([CH2:29][C:30]=1[CH:31]=2)[C:27]1[CH:26]=[CH:25][CH:24]=[CH:23][C:22]=1[N:21]=4)[CH:16]=[CH:15][CH:14]=3, predict the reaction product. The product is: [OH:2][C:3]1[CH:4]=[CH:5][C:6]2[C:7]3[CH:8]=[CH:9][C:10](=[O:35])[N:11]([N:34]=3)[CH2:12][C:13]3[CH:33]=[C:17]([C:18](=[O:32])[NH:19][C:20]4[N:28]([CH2:29][C:30]=1[CH:31]=2)[C:27]1[CH:26]=[CH:25][CH:24]=[CH:23][C:22]=1[N:21]=4)[CH:16]=[CH:15][CH:14]=3. (8) Given the reactants C([N:4]1[CH2:11][CH:10]2[C:6]([C:12]3[CH:17]=[CH:16][CH:15]=[CH:14][CH:13]=3)([NH:7][O:8][CH2:9]2)[CH2:5]1)C=C.Cl, predict the reaction product. The product is: [C:12]1([C:6]23[CH2:5][NH:4][CH2:11][CH:10]2[CH2:9][O:8][NH:7]3)[CH:13]=[CH:14][CH:15]=[CH:16][CH:17]=1.